This data is from Full USPTO retrosynthesis dataset with 1.9M reactions from patents (1976-2016). The task is: Predict the reactants needed to synthesize the given product. (1) Given the product [Cl:1][C:2]1[C:7]([O:8][C:9]2[CH:10]=[N:11][CH:12]=[CH:13][CH:14]=2)=[CH:6][C:5]2[NH:15][C:30]([C:25]3[CH:26]=[CH:27][CH:28]=[CH:29][N:24]=3)=[N:16][C:4]=2[C:3]=1[O:17][C:18]1[CH:19]=[N:20][CH:21]=[CH:22][CH:23]=1, predict the reactants needed to synthesize it. The reactants are: [Cl:1][C:2]1[C:3]([O:17][C:18]2[CH:19]=[N:20][CH:21]=[CH:22][CH:23]=2)=[C:4]([NH2:16])[C:5]([NH2:15])=[CH:6][C:7]=1[O:8][C:9]1[CH:10]=[N:11][CH:12]=[CH:13][CH:14]=1.[N:24]1[CH:29]=[CH:28][CH:27]=[CH:26][C:25]=1[C:30](O)=O. (2) Given the product [F:1][C:2]1[CH:7]=[CH:6][C:5]([CH:8]2[O:12][C:11](=[O:13])[N:10]([CH2:37][C:27]3[C:36]4[C:31](=[CH:32][CH:33]=[CH:34][CH:35]=4)[CH:30]=[CH:29][CH:28]=3)[CH:9]2[CH2:14][C:15]2[CH:20]=[CH:19][C:18]([C:21]([F:22])([F:24])[F:23])=[CH:17][CH:16]=2)=[CH:4][CH:3]=1, predict the reactants needed to synthesize it. The reactants are: [F:1][C:2]1[CH:7]=[CH:6][C:5]([CH:8]2[O:12][C:11](=[O:13])[NH:10][CH:9]2[CH2:14][C:15]2[CH:20]=[CH:19][C:18]([C:21]([F:24])([F:23])[F:22])=[CH:17][CH:16]=2)=[CH:4][CH:3]=1.[H-].[Na+].[C:27]1([CH2:37]Cl)[C:36]2[C:31](=[CH:32][CH:33]=[CH:34][CH:35]=2)[CH:30]=[CH:29][CH:28]=1. (3) Given the product [BrH:42].[CH3:41][C:33]1[N:32]([CH:27]2[CH2:28][CH:29]3[N:24]([CH2:23][CH2:22][C:9]4([C:5]5[CH:4]=[C:3]([OH:2])[CH:8]=[CH:7][CH:6]=5)[CH2:10][CH2:11][NH:12][CH2:13][CH2:14]4)[CH:25]([CH2:31][CH2:30]3)[CH2:26]2)[C:36]2[CH:37]=[CH:38][CH:39]=[CH:40][C:35]=2[N:34]=1, predict the reactants needed to synthesize it. The reactants are: C[O:2][C:3]1[CH:4]=[C:5]([C:9]2([CH2:22][CH2:23][N:24]3[CH:29]4[CH2:30][CH2:31][CH:25]3[CH2:26][CH:27]([N:32]3[C:36]5[CH:37]=[CH:38][CH:39]=[CH:40][C:35]=5[N:34]=[C:33]3[CH3:41])[CH2:28]4)[CH2:14][CH2:13][N:12](C(OC(C)(C)C)=O)[CH2:11][CH2:10]2)[CH:6]=[CH:7][CH:8]=1.[BrH:42]. (4) Given the product [Cl:12][C:13]1[C:14]([F:21])=[C:15](/[CH:16]=[C:6](/[C:5]2[CH:9]=[CH:10][C:2]([Cl:1])=[CH:3][C:4]=2[CH3:11])\[C:7]#[N:8])[CH:18]=[CH:19][CH:20]=1, predict the reactants needed to synthesize it. The reactants are: [Cl:1][C:2]1[CH:10]=[CH:9][C:5]([CH2:6][C:7]#[N:8])=[C:4]([CH3:11])[CH:3]=1.[Cl:12][C:13]1[C:14]([F:21])=[C:15]([CH:18]=[CH:19][CH:20]=1)[CH:16]=O.C[O-].[Na+]. (5) Given the product [NH2:9][C:8]1[C:3]([O:2][CH3:1])=[C:4]([C:12]2[S:16][C:15]([C:17]([OH:19])=[O:18])=[CH:14][CH:13]=2)[CH:5]=[CH:6][CH:7]=1, predict the reactants needed to synthesize it. The reactants are: [CH3:1][O:2][C:3]1[C:8]([N+:9]([O-])=O)=[CH:7][CH:6]=[CH:5][C:4]=1[C:12]1[S:16][C:15]([C:17]([OH:19])=[O:18])=[CH:14][CH:13]=1.C([O-])=O.[NH4+]. (6) Given the product [CH2:34]([O:24][C:23](=[O:25])[C:22]1[CH:26]=[CH:27][C:19]([NH:18][C:16](=[O:17])[C:15]2[CH:30]=[CH:31][CH:32]=[C:13]([NH:12][S:9]([C:4]3[CH:5]=[C:6]([Cl:8])[CH:7]=[C:2]([Cl:1])[CH:3]=3)(=[O:11])=[O:10])[CH:14]=2)=[CH:20][C:21]=1[O:28][CH3:29])[CH3:39], predict the reactants needed to synthesize it. The reactants are: [Cl:1][C:2]1[CH:3]=[C:4]([S:9]([NH:12][C:13]2[CH:14]=[C:15]([CH:30]=[CH:31][CH:32]=2)[C:16]([NH:18][C:19]2[CH:27]=[CH:26][C:22]([C:23]([OH:25])=[O:24])=[C:21]([O:28][CH3:29])[CH:20]=2)=[O:17])(=[O:11])=[O:10])[CH:5]=[C:6]([Cl:8])[CH:7]=1.Cl[C:34]1C=C(S(Cl)(=O)=O)C=C(Cl)[CH:39]=1. (7) Given the product [CH2:5]([O:12][C:13]1[CH:18]=[CH:17][C:16]([NH:19][C:20]2[C:25]([NH2:26])=[C:24]([CH3:29])[CH:23]=[CH:22][N:21]=2)=[CH:15][CH:14]=1)[C:6]1[CH:11]=[CH:10][CH:9]=[CH:8][CH:7]=1, predict the reactants needed to synthesize it. The reactants are: C(O)(=O)C.[CH2:5]([O:12][C:13]1[CH:18]=[CH:17][C:16]([NH:19][C:20]2[C:25]([N+:26]([O-])=O)=[C:24]([CH3:29])[CH:23]=[CH:22][N:21]=2)=[CH:15][CH:14]=1)[C:6]1[CH:11]=[CH:10][CH:9]=[CH:8][CH:7]=1. (8) Given the product [F:44][C:41]1[CH:42]=[CH:43][C:38](/[C:36](/[CH3:37])=[CH:35]/[N:7]2[C:8]3[C:4](=[CH:3][C:2]([CH3:1])=[CH:10][CH:9]=3)[C:5]3[CH2:17][N:16]4[CH:12]([CH2:11][C:6]2=3)[CH2:13][CH2:14][CH2:15]4)=[CH:39][CH:40]=1, predict the reactants needed to synthesize it. The reactants are: [CH3:1][C:2]1[CH:3]=[C:4]2[C:8](=[CH:9][CH:10]=1)[NH:7][C:6]1[CH2:11][CH:12]3[N:16]([CH2:17][C:5]2=1)[CH2:15][CH2:14][CH2:13]3.N1CCC[C@H]1C(O)=O.[O-]P([O-])([O-])=O.[K+].[K+].[K+].Br[CH:35]=[C:36]([C:38]1[CH:43]=[CH:42][C:41]([F:44])=[CH:40][CH:39]=1)[CH3:37]. (9) The reactants are: [F:1][C:2]1[CH:11]=[C:10]2[C:5]([CH:6]=[CH:7][CH:8]=[C:9]2[NH2:12])=[CH:4][CH:3]=1.[H+].[B-:14]([F:18])([F:17])([F:16])[F:15].[N:19]([O-])=O.[Na+]. Given the product [F:15][B-:14]([F:18])([F:17])[F:16].[F:1][C:2]1[CH:11]=[C:10]2[C:5]([CH:6]=[CH:7][CH:8]=[C:9]2[N+:12]#[N:19])=[CH:4][CH:3]=1, predict the reactants needed to synthesize it.